From a dataset of Reaction yield outcomes from USPTO patents with 853,638 reactions. Predict the reaction yield, written as a fraction of the theoretical maximum amount of product (1.0 means a 100% yield; for example, 0.34 means a 34% yield). (1) The reactants are [CH3:1][O:2][C:3]1[CH:4]=[C:5]([C:11](=[O:18])[CH2:12][CH2:13][CH2:14][CH2:15][CH2:16][CH3:17])[CH:6]=[C:7]([O:9][CH3:10])[CH:8]=1.[CH2:19](O)[CH2:20][OH:21].O.C1(C)C=CC(S(O)(=O)=O)=CC=1. The catalyst is C1(C)C=CC=CC=1. The product is [CH3:10][O:9][C:7]1[CH:6]=[C:5]([C:11]2([CH2:12][CH2:13][CH2:14][CH2:15][CH2:16][CH3:17])[O:21][CH2:20][CH2:19][O:18]2)[CH:4]=[C:3]([O:2][CH3:1])[CH:8]=1. The yield is 0.900. (2) The reactants are [F:1][C:2]1[CH:7]=[C:6]([O:8][CH3:9])[CH:5]=[CH:4][C:3]=1[N:10]1[C:14]([C:15](=O)[CH:16]([CH3:20])[CH2:17][CH:18]=O)=[C:13]([C:22]#[N:23])[C:12]([CH3:24])=[N:11]1.[CH3:25][NH2:26]. The catalyst is C(Cl)Cl. The product is [CH3:25][N:26]1[CH:18]=[CH:17][C:16]([CH3:20])=[C:15]1[C:14]1[N:10]([C:3]2[CH:4]=[CH:5][C:6]([O:8][CH3:9])=[CH:7][C:2]=2[F:1])[N:11]=[C:12]([CH3:24])[C:13]=1[C:22]#[N:23]. The yield is 0.620.